Dataset: Full USPTO retrosynthesis dataset with 1.9M reactions from patents (1976-2016). Task: Predict the reactants needed to synthesize the given product. Given the product [CH3:1][N:2]([CH2:20][C:21]([OH:23])=[O:22])[C:3]1[N:8]=[CH:7][CH:6]=[C:5]([C:9]2[S:10][C:11]3[CH:19]=[CH:18][CH:17]=[CH:16][C:12]=3[C:13](=[O:15])[N:14]=2)[N:4]=1, predict the reactants needed to synthesize it. The reactants are: [CH3:1][N:2]([CH2:20][C:21]([O:23]C(C)(C)C)=[O:22])[C:3]1[N:8]=[CH:7][CH:6]=[C:5]([C:9]2[S:10][C:11]3[CH:19]=[CH:18][CH:17]=[CH:16][C:12]=3[C:13](=[O:15])[N:14]=2)[N:4]=1.C(OC(C)C)(C)C.